Dataset: Full USPTO retrosynthesis dataset with 1.9M reactions from patents (1976-2016). Task: Predict the reactants needed to synthesize the given product. Given the product [CH2:8]([N:5]1[C:4](=[O:10])[CH:3]=[C:2]([N:15]2[CH:16]=[C:12]([I:11])[N:13]=[C:14]2[CH3:17])[CH:7]=[N:6]1)[CH3:9], predict the reactants needed to synthesize it. The reactants are: Cl[C:2]1[CH:7]=[N:6][N:5]([CH2:8][CH3:9])[C:4](=[O:10])[CH:3]=1.[I:11][C:12]1[N:13]=[C:14]([CH3:17])[NH:15][CH:16]=1.